From a dataset of Experimentally validated miRNA-target interactions with 360,000+ pairs, plus equal number of negative samples. Binary Classification. Given a miRNA mature sequence and a target amino acid sequence, predict their likelihood of interaction. The miRNA is hsa-miR-215-5p with sequence AUGACCUAUGAAUUGACAGAC. The protein sequence of the target gene is MQAARVDYIAPWWVVWLHSVPHVGLRLQPVNSTFSPGDESYQESLLFLGLVAAVCLGLNLIFLVAYLVCACHCRRDDAVQTKQHHSCCITWTAVVAGLICCAAVGVGFYGNSETNDGAYQLMYSLDDANHTFSGIDALVSGTTQKMKVDLEQHLARLSEIFAARGDYLQTLKFIQQMAGSVVVQLSGLPVWREVTMELTKLSDQTGYVEYYRWLSYLLLFILDLVICLIACLGLAKRSKCLLASMLCCGALSLLLSWASLAADGSAAVATSDFCVAPDTFILNVTEGQISTEVTRYYLYC.... Result: 1 (interaction).